From a dataset of NCI-60 drug combinations with 297,098 pairs across 59 cell lines. Regression. Given two drug SMILES strings and cell line genomic features, predict the synergy score measuring deviation from expected non-interaction effect. (1) Drug 1: C1=NC2=C(N=C(N=C2N1C3C(C(C(O3)CO)O)O)F)N. Drug 2: N.N.Cl[Pt+2]Cl. Cell line: HL-60(TB). Synergy scores: CSS=85.2, Synergy_ZIP=1.43, Synergy_Bliss=1.19, Synergy_Loewe=1.29, Synergy_HSA=3.23. (2) Drug 1: CC1C(C(CC(O1)OC2CC(OC(C2O)C)OC3=CC4=CC5=C(C(=O)C(C(C5)C(C(=O)C(C(C)O)O)OC)OC6CC(C(C(O6)C)O)OC7CC(C(C(O7)C)O)OC8CC(C(C(O8)C)O)(C)O)C(=C4C(=C3C)O)O)O)O. Drug 2: COCCOC1=C(C=C2C(=C1)C(=NC=N2)NC3=CC=CC(=C3)C#C)OCCOC.Cl. Cell line: MALME-3M. Synergy scores: CSS=63.9, Synergy_ZIP=0.137, Synergy_Bliss=1.18, Synergy_Loewe=-11.9, Synergy_HSA=1.80. (3) Drug 1: C1CN1P(=S)(N2CC2)N3CC3. Drug 2: C1=NC(=NC(=O)N1C2C(C(C(O2)CO)O)O)N. Cell line: NCI-H226. Synergy scores: CSS=18.2, Synergy_ZIP=-3.82, Synergy_Bliss=-0.647, Synergy_Loewe=-28.7, Synergy_HSA=-2.16. (4) Drug 1: C1=CC(=CC=C1CC(C(=O)O)N)N(CCCl)CCCl.Cl. Drug 2: N.N.Cl[Pt+2]Cl. Cell line: NCI-H226. Synergy scores: CSS=4.27, Synergy_ZIP=1.57, Synergy_Bliss=4.25, Synergy_Loewe=1.68, Synergy_HSA=1.83. (5) Drug 1: C1CC(C1)(C(=O)O)C(=O)O.[NH2-].[NH2-].[Pt+2]. Drug 2: CC1=C2C(C(=O)C3(C(CC4C(C3C(C(C2(C)C)(CC1OC(=O)C(C(C5=CC=CC=C5)NC(=O)OC(C)(C)C)O)O)OC(=O)C6=CC=CC=C6)(CO4)OC(=O)C)O)C)O. Cell line: SF-295. Synergy scores: CSS=6.91, Synergy_ZIP=-3.54, Synergy_Bliss=-2.79, Synergy_Loewe=-3.11, Synergy_HSA=-3.42. (6) Drug 1: COC1=CC(=CC(=C1O)OC)C2C3C(COC3=O)C(C4=CC5=C(C=C24)OCO5)OC6C(C(C7C(O6)COC(O7)C8=CC=CS8)O)O. Drug 2: CC1C(C(CC(O1)OC2CC(CC3=C2C(=C4C(=C3O)C(=O)C5=C(C4=O)C(=CC=C5)OC)O)(C(=O)CO)O)N)O.Cl. Cell line: SW-620. Synergy scores: CSS=43.2, Synergy_ZIP=-7.87, Synergy_Bliss=-10.8, Synergy_Loewe=-5.75, Synergy_HSA=-4.47. (7) Cell line: T-47D. Drug 1: CC1C(C(CC(O1)OC2CC(CC3=C2C(=C4C(=C3O)C(=O)C5=C(C4=O)C(=CC=C5)OC)O)(C(=O)C)O)N)O.Cl. Drug 2: CC1=C2C(C(=O)C3(C(CC4C(C3C(C(C2(C)C)(CC1OC(=O)C(C(C5=CC=CC=C5)NC(=O)OC(C)(C)C)O)O)OC(=O)C6=CC=CC=C6)(CO4)OC(=O)C)O)C)O. Synergy scores: CSS=9.87, Synergy_ZIP=-9.59, Synergy_Bliss=-3.03, Synergy_Loewe=-6.88, Synergy_HSA=-1.69.